Dataset: Reaction yield outcomes from USPTO patents with 853,638 reactions. Task: Predict the reaction yield, written as a fraction of the theoretical maximum amount of product (1.0 means a 100% yield; for example, 0.34 means a 34% yield). (1) The reactants are [CH3:1][O:2][C:3]1[CH:4]=[C:5]2[C:10](=[CH:11][CH:12]=1)[CH2:9][C:8](=O)[CH2:7][CH2:6]2.C([O-])(=O)C.[NH4+:18].C([BH3-])#[N:20].[Na+]. The catalyst is CO. The product is [NH4+:20].[OH-:2].[CH3:1][O:2][C:3]1[CH:4]=[C:5]2[C:10](=[CH:11][CH:12]=1)[CH2:9][CH:8]([NH2:18])[CH2:7][CH2:6]2. The yield is 0.100. (2) The reactants are [C:1]([Si:5]([CH3:42])([CH3:41])[O:6][CH:7]([C:37]([CH3:40])([CH3:39])[CH3:38])[CH2:8][CH2:9][C:10]1[CH:15]=[CH:14][C:13]([C:16]([C:21]2[CH:26]=[CH:25][C:24](OS(C(F)(F)F)(=O)=O)=[C:23]([CH3:35])[CH:22]=2)([CH2:19][CH3:20])[CH2:17][CH3:18])=[CH:12][C:11]=1[CH3:36])([CH3:4])([CH3:3])[CH3:2].C([O-])(=O)C.[K+].[B:48]1([B:48]2[O:52][C:51]([CH3:54])([CH3:53])[C:50]([CH3:56])([CH3:55])[O:49]2)[O:52][C:51]([CH3:54])([CH3:53])[C:50]([CH3:56])([CH3:55])[O:49]1.O. The catalyst is O1CCOCC1.C1C=CC(P(C2C=CC=CC=2)[C-]2C=CC=C2)=CC=1.C1C=CC(P(C2C=CC=CC=2)[C-]2C=CC=C2)=CC=1.Cl[Pd]Cl.[Fe+2].C1(P(C2C=CC=CC=2)[C-]2C=CC=C2)C=CC=CC=1.[C-]1(P(C2C=CC=CC=2)C2C=CC=CC=2)C=CC=C1.[Fe+2]. The product is [C:1]([Si:5]([O:6][CH:7]([CH2:8][CH2:9][C:10]1[CH:15]=[CH:14][C:13]([C:16]([CH2:19][CH3:20])([C:21]2[CH:26]=[CH:25][C:24]([B:48]3[O:52][C:51]([CH3:54])([CH3:53])[C:50]([CH3:56])([CH3:55])[O:49]3)=[C:23]([CH3:35])[CH:22]=2)[CH2:17][CH3:18])=[CH:12][C:11]=1[CH3:36])[C:37]([CH3:39])([CH3:38])[CH3:40])([CH3:41])[CH3:42])([CH3:3])([CH3:2])[CH3:4]. The yield is 0.760. (3) The yield is 0.470. No catalyst specified. The reactants are Br[C:2]1[N:7]=[C:6]([C:8]([O:10][CH3:11])=[O:9])[CH:5]=[CH:4][C:3]=1[F:12].[F:13][C:14]1[CH:19]=[C:18]([CH:20]2[CH2:23][O:22][CH2:21]2)[CH:17]=[C:16]([F:24])[C:15]=1B1OC(C)(C)C(C)(C)O1. The product is [F:13][C:14]1[CH:19]=[C:18]([CH:20]2[CH2:23][O:22][CH2:21]2)[CH:17]=[C:16]([F:24])[C:15]=1[C:2]1[N:7]=[C:6]([C:8]([O:10][CH3:11])=[O:9])[CH:5]=[CH:4][C:3]=1[F:12]. (4) The reactants are [CH2:1]([N:4]1[C:12](=[O:13])[C:11]2[N:10]=[CH:9][NH:8][C:7]=2[N:6]([CH2:14][CH2:15][CH3:16])[C:5]1=[O:17])[CH2:2][CH3:3].C[C:29]1[CH:34]=[CH:33]C(S([O-])(=[O:26])=[O:26])=[CH:31][CH:30]=1.[CH:29]1[CH:34]=[CH:33][NH+]=[CH:31][CH:30]=1. The catalyst is O1C=CCCC1.C(Cl)(Cl)Cl. The product is [CH2:1]([N:4]1[C:12](=[O:13])[C:11]2[N:10]([CH:33]3[CH2:34][CH2:29][CH2:30][CH2:31][O:26]3)[CH:9]=[N:8][C:7]=2[N:6]([CH2:14][CH2:15][CH3:16])[C:5]1=[O:17])[CH2:2][CH3:3]. The yield is 0.890. (5) The reactants are [CH2:1]([O:8][C:9]1[CH:14]=[C:13]([O:15][CH2:16][C:17]2[CH:22]=[CH:21][CH:20]=[CH:19][CH:18]=2)[C:12]([CH:23]([CH3:25])[CH3:24])=[CH:11][C:10]=1[C:26]1[O:30][N:29]=[C:28]([C:31]([NH:33][CH2:34][CH3:35])=[O:32])[C:27]=1[C:36]1[O:40][N:39]=[C:38]([CH2:41][OH:42])[CH:37]=1)[C:2]1[CH:7]=[CH:6][CH:5]=[CH:4][CH:3]=1.C1C=C[NH+]=CC=1.[O-][Cr](Cl)(=O)=O. The catalyst is C(Cl)Cl. The product is [CH2:1]([O:8][C:9]1[CH:14]=[C:13]([O:15][CH2:16][C:17]2[CH:18]=[CH:19][CH:20]=[CH:21][CH:22]=2)[C:12]([CH:23]([CH3:25])[CH3:24])=[CH:11][C:10]=1[C:26]1[O:30][N:29]=[C:28]([C:31]([NH:33][CH2:34][CH3:35])=[O:32])[C:27]=1[C:36]1[O:40][N:39]=[C:38]([CH:41]=[O:42])[CH:37]=1)[C:2]1[CH:3]=[CH:4][CH:5]=[CH:6][CH:7]=1. The yield is 0.950.